This data is from Catalyst prediction with 721,799 reactions and 888 catalyst types from USPTO. The task is: Predict which catalyst facilitates the given reaction. (1) Reactant: Cl[C:2]1[C:7]([O:8][CH2:9][CH2:10][O:11]C2CCCCO2)=[CH:6][CH:5]=[CH:4][N:3]=1.[OH:18][CH2:19][C@@H:20]1[CH2:24][CH2:23][CH2:22][N:21]1[CH3:25].CC(C)([O-])C.[K+].C(O)(C)(C)C. Product: [CH3:25][N:21]1[CH2:22][CH2:23][CH2:24][C@H:20]1[CH2:19][O:18][C:2]1[C:7]([O:8][CH2:9][CH2:10][OH:11])=[CH:6][CH:5]=[CH:4][N:3]=1. The catalyst class is: 11. (2) Reactant: C.[NH2:2][C:3]1[CH:4]=[C:5]([CH:10]=[CH:11][CH:12]=1)[C:6]([O:8][CH3:9])=[O:7].C(N(CC)CC)C.[CH3:20][S:21](Cl)(=[O:23])=[O:22].Cl. Product: [CH3:20][S:21]([NH:2][C:3]1[CH:4]=[C:5]([CH:10]=[CH:11][CH:12]=1)[C:6]([O:8][CH3:9])=[O:7])(=[O:23])=[O:22]. The catalyst class is: 4. (3) Reactant: Br[C:2]1[S:3][C:4]([C:7]2[CH:8]=[N:9][N:10]3[CH:15]=[CH:14][C:13]([N:16]4[CH2:20][CH2:19][CH2:18][C@@H:17]4[C:21]4[CH:26]=[C:25]([F:27])[CH:24]=[CH:23][C:22]=4[F:28])=[N:12][C:11]=23)=[N:5][N:6]=1.CC1(C)C(C)(C)OB([C:37]2[CH:38]=[N:39][N:40](C(OC(C)(C)C)=O)[CH:41]=2)O1.[O-]P([O-])([O-])=O.[K+].[K+].[K+]. Product: [F:28][C:22]1[CH:23]=[CH:24][C:25]([F:27])=[CH:26][C:21]=1[C@H:17]1[CH2:18][CH2:19][CH2:20][N:16]1[C:13]1[CH:14]=[CH:15][N:10]2[N:9]=[CH:8][C:7]([C:4]3[S:3][C:2]([C:37]4[CH:38]=[N:39][NH:40][CH:41]=4)=[N:6][N:5]=3)=[C:11]2[N:12]=1. The catalyst class is: 669. (4) Reactant: [ClH:1].[N:2]12[CH2:9][CH2:8][CH:5]([CH2:6][CH2:7]1)[C@@H:4]([NH:10][C:11]([C:13]1[S:14][C:15]3[CH:22]=[CH:21][C:20]([N+:23]([O-])=O)=[CH:19][C:16]=3[C:17]=1[CH3:18])=[O:12])[CH2:3]2. Product: [ClH:1].[ClH:1].[NH2:23][C:20]1[CH:21]=[CH:22][C:15]2[S:14][C:13]([C:11]([NH:10][C@@H:4]3[CH:5]4[CH2:6][CH2:7][N:2]([CH2:9][CH2:8]4)[CH2:3]3)=[O:12])=[C:17]([CH3:18])[C:16]=2[CH:19]=1. The catalyst class is: 183. (5) Reactant: [CH:1]1[C:10]2[C:5](=[CH:6][CH:7]=[CH:8][CH:9]=2)[CH:4]=[CH:3][C:2]=1[C:11]1[N:12]=[CH:13][N:14]([CH2:16][O:17][CH2:18][CH2:19][Si:20]([CH3:23])([CH3:22])[CH3:21])[CH:15]=1.[Li]CCCC.CON(C)[C:32](=[O:45])[CH2:33][CH2:34][CH2:35][CH2:36][CH2:37][CH2:38][C:39]1([CH3:44])[O:43][CH2:42][CH2:41][O:40]1.O. Product: [CH3:44][C:39]1([CH2:38][CH2:37][CH2:36][CH2:35][CH2:34][CH2:33][C:32]([C:13]2[N:14]([CH2:16][O:17][CH2:18][CH2:19][Si:20]([CH3:23])([CH3:22])[CH3:21])[CH:15]=[C:11]([C:2]3[CH:3]=[CH:4][C:5]4[C:10](=[CH:9][CH:8]=[CH:7][CH:6]=4)[CH:1]=3)[N:12]=2)=[O:45])[O:40][CH2:41][CH2:42][O:43]1. The catalyst class is: 134. (6) Reactant: C(OC([N:8]1[CH2:14][CH2:13][CH2:12][N:11]([C:15]2[CH:20]=[C:19]([NH:21][S:22]([C:25]3[CH:30]=[CH:29][CH:28]=[C:27]([O:31][CH:32]([F:34])[F:33])[CH:26]=3)(=[O:24])=[O:23])[CH:18]=[CH:17][C:16]=2[O:35][CH3:36])[CH2:10][CH2:9]1)=O)(C)(C)C.[ClH:37]. Product: [ClH:37].[N:11]1([C:15]2[CH:20]=[C:19]([NH:21][S:22]([C:25]3[CH:30]=[CH:29][CH:28]=[C:27]([O:31][CH:32]([F:34])[F:33])[CH:26]=3)(=[O:24])=[O:23])[CH:18]=[CH:17][C:16]=2[O:35][CH3:36])[CH2:12][CH2:13][CH2:14][NH:8][CH2:9][CH2:10]1. The catalyst class is: 268. (7) Reactant: Cl[CH2:2][CH2:3][CH2:4][O:5][C:6]1[CH:15]=[C:14]2[C:9]([C:10]([O:16][C:17]3[C:18]([C:27]([O:29][CH2:30][CH2:31][CH3:32])=[O:28])=[CH:19][C:20]4[C:25]([CH:26]=3)=[CH:24][CH:23]=[CH:22][CH:21]=4)=[CH:11][CH:12]=[N:13]2)=[CH:8][C:7]=1[O:33][CH3:34].C(=O)([O-])[O-].[K+].[K+].[NH:41]1[CH2:46][CH2:45][O:44][CH2:43][CH2:42]1.O. Product: [CH3:34][O:33][C:7]1[CH:8]=[C:9]2[C:14](=[CH:15][C:6]=1[O:5][CH2:4][CH2:3][CH2:2][N:41]1[CH2:46][CH2:45][O:44][CH2:43][CH2:42]1)[N:13]=[CH:12][CH:11]=[C:10]2[O:16][C:17]1[C:18]([C:27]([O:29][CH2:30][CH2:31][CH3:32])=[O:28])=[CH:19][C:20]2[C:25]([CH:26]=1)=[CH:24][CH:23]=[CH:22][CH:21]=2. The catalyst class is: 9. (8) Reactant: [CH:1]([C:4]1[N:12]2[C:7]([C:8]([O:19][C:20]3[CH:25]=[C:24]([O:26][CH3:27])[C:23]([O:28][CH3:29])=[C:22]([O:30][CH3:31])[CH:21]=3)=[N:9][C:10]([C:13]3[CH:14]=[N:15][CH:16]=[CH:17][CH:18]=3)=[N:11]2)=[C:6]([CH3:32])[N:5]=1)([CH3:3])[CH3:2].ClC1C=CC=C(C(OO)=[O:41])C=1. Product: [CH:1]([C:4]1[N:12]2[C:7]([C:8]([O:19][C:20]3[CH:25]=[C:24]([O:26][CH3:27])[C:23]([O:28][CH3:29])=[C:22]([O:30][CH3:31])[CH:21]=3)=[N:9][C:10]([C:13]3[CH:14]=[N+:15]([O-:41])[CH:16]=[CH:17][CH:18]=3)=[N:11]2)=[C:6]([CH3:32])[N:5]=1)([CH3:3])[CH3:2]. The catalyst class is: 4.